This data is from Forward reaction prediction with 1.9M reactions from USPTO patents (1976-2016). The task is: Predict the product of the given reaction. (1) Given the reactants [N:1]1([CH2:6][CH2:7][O:8][C:9]2[CH:10]=[C:11]3[C:16](=[CH:17][CH:18]=2)[C:15](=[O:19])[CH2:14][CH2:13][CH2:12]3)[CH:5]=[CH:4][N:3]=[CH:2]1.[Cl:20][C:21]1[S:25][C:24]([CH:26]=O)=[CH:23][CH:22]=1, predict the reaction product. The product is: [Cl:20][C:21]1[S:25][C:24]([CH:26]=[C:14]2[CH2:13][CH2:12][C:11]3[C:16](=[CH:17][CH:18]=[C:9]([O:8][CH2:7][CH2:6][N:1]4[CH:5]=[CH:4][N:3]=[CH:2]4)[CH:10]=3)[C:15]2=[O:19])=[CH:23][CH:22]=1. (2) Given the reactants [CH3:1][O:2][C:3]1[CH:21]=[CH:20][C:6]2[NH:7][C:8](=[O:19])[N:9]([CH:12]3[CH2:17][CH2:16][NH:15][CH:14]([CH3:18])[CH2:13]3)[CH2:10][CH2:11][C:5]=2[CH:4]=1.Cl[C:23]1[N:28]=[CH:27][N:26]=[C:25]([C:29]([C:31]2[CH:41]=[C:40]([CH3:42])[C:34]3[N:35]([CH3:39])[C:36](=[O:38])[O:37][C:33]=3[CH:32]=2)=[O:30])[CH:24]=1, predict the reaction product. The product is: [CH3:39][N:35]1[C:34]2[C:40]([CH3:42])=[CH:41][C:31]([C:29]([C:25]3[N:26]=[CH:27][N:28]=[C:23]([N:15]4[CH2:16][CH2:17][CH:12]([N:9]5[CH2:10][CH2:11][C:5]6[CH:4]=[C:3]([O:2][CH3:1])[CH:21]=[CH:20][C:6]=6[NH:7][C:8]5=[O:19])[CH2:13][CH:14]4[CH3:18])[CH:24]=3)=[O:30])=[CH:32][C:33]=2[O:37][C:36]1=[O:38]. (3) Given the reactants Br[C:2]1[CH:3]=[C:4]2[CH2:10][C@:9]3([CH:15]4[CH2:16][CH2:17][N:12]([CH2:13][CH2:14]4)[CH2:11]3)[O:8][C:5]2=[N:6][CH:7]=1.[CH:18]([C:20]1[CH:25]=[CH:24][N:23]=[CH:22][CH:21]=1)=[CH2:19].C1(C)C=CC=CC=1P(C1C=CC=CC=1C)C1C=CC=CC=1C.C(N(CC)CC)C, predict the reaction product. The product is: [N:23]1[CH:24]=[CH:25][C:20]([CH:18]=[CH:19][C:2]2[CH:3]=[C:4]3[CH2:10][C@:9]4([CH:15]5[CH2:16][CH2:17][N:12]([CH2:13][CH2:14]5)[CH2:11]4)[O:8][C:5]3=[N:6][CH:7]=2)=[CH:21][CH:22]=1. (4) Given the reactants [NH2:1][C:2]1[N:7]([CH2:8][CH2:9][CH2:10][CH2:11][CH3:12])[C:6](=[S:13])[NH:5][C:4](=[O:14])[CH:3]=1.[N:15]([O-])=[O:16].[Na+].O, predict the reaction product. The product is: [NH2:1][C:2]1[N:7]([CH2:8][CH2:9][CH2:10][CH2:11][CH3:12])[C:6](=[S:13])[NH:5][C:4](=[O:14])[C:3]=1[N:15]=[O:16]. (5) Given the reactants [N:1]1[CH:6]=[CH:5][CH:4]=[CH:3][C:2]=1[CH2:7][N:8]1[CH2:13][CH2:12][N:11](C(OC(C)(C)C)=O)[CH2:10][CH2:9]1.FC(F)(F)C(O)=O, predict the reaction product. The product is: [N:1]1[CH:6]=[CH:5][CH:4]=[CH:3][C:2]=1[CH2:7][N:8]1[CH2:13][CH2:12][NH:11][CH2:10][CH2:9]1. (6) Given the reactants Cl[C:2]1[C:7]([Cl:8])=[N:6][N:5]([CH3:9])[C:4](=[O:10])[CH:3]=1.[CH3:11][O:12][CH2:13][C:14]1[CH:19]=[CH:18][C:17](B(O)O)=[CH:16][CH:15]=1.C(=O)([O-])[O-].[Na+].[Na+], predict the reaction product. The product is: [Cl:8][C:7]1[C:2]([C:17]2[CH:18]=[CH:19][C:14]([CH2:13][O:12][CH3:11])=[CH:15][CH:16]=2)=[CH:3][C:4](=[O:10])[N:5]([CH3:9])[N:6]=1.